From a dataset of Full USPTO retrosynthesis dataset with 1.9M reactions from patents (1976-2016). Predict the reactants needed to synthesize the given product. (1) Given the product [ClH:27].[Cl:27][C:13]1[CH:12]=[C:11]([NH:10][C:4]2[C:5]3[CH:9]=[CH:8][NH:7][C:6]=3[N:1]=[CH:2][N:3]=2)[C:16](=[O:17])[N:15]2[C:18]3([NH:19][C:20](=[O:21])[C:14]=12)[CH2:26][CH2:25][CH2:24][CH2:23][CH2:22]3, predict the reactants needed to synthesize it. The reactants are: [N:1]1[C:6]2[NH:7][CH:8]=[CH:9][C:5]=2[C:4]([NH:10][C:11]2[C:16](=[O:17])[N:15]3[C:18]4([CH2:26][CH2:25][CH2:24][CH2:23][CH2:22]4)[NH:19][C:20](=[O:21])[C:14]3=[C:13]([Cl:27])[CH:12]=2)=[N:3][CH:2]=1. (2) Given the product [CH2:15]([O:14][CH:13]([O:17][CH2:18][CH3:19])[C:10]1[CH:11]=[CH:12][C:7]([CH:23]=[O:24])=[N:8][CH:9]=1)[CH3:16], predict the reactants needed to synthesize it. The reactants are: C([Li])CCC.Br[C:7]1[CH:12]=[CH:11][C:10]([CH:13]([O:17][CH2:18][CH3:19])[O:14][CH2:15][CH3:16])=[CH:9][N:8]=1.CN([CH:23]=[O:24])C.[Cl-].[NH4+]. (3) Given the product [Cl:1][C:2]1[CH:32]=[CH:31][C:5]([CH2:6][CH:7]([C:15]([NH:17][S:18]([C:21]2[CH:30]=[CH:29][C:28]3[C:23](=[CH:24][CH:25]=[CH:26][CH:27]=3)[CH:22]=2)(=[O:20])=[O:19])=[O:16])[C:8]([OH:36])=[O:9])=[CH:4][CH:3]=1, predict the reactants needed to synthesize it. The reactants are: [Cl:1][C:2]1[CH:32]=[CH:31][C:5]([CH2:6][CH:7]([C:15]([NH:17][S:18]([C:21]2[CH:30]=[CH:29][C:28]3[C:23](=[CH:24][CH:25]=[CH:26][CH:27]=3)[CH:22]=2)(=[O:20])=[O:19])=[O:16])[C:8](N(CC)CC)=[O:9])=[CH:4][CH:3]=1.Cl.C(OCC)(=[O:36])C. (4) Given the product [Cl-:13].[CH3:21][C:24]1[C:33]2[C:28](=[CH:29][C:30]([O:36][CH3:37])=[C:31]([O:34][CH3:35])[CH:32]=2)[CH:27]=[CH:26][NH+:25]=1, predict the reactants needed to synthesize it. The reactants are: C(OC1C(OC)=CC=CC=1C[Cl:13])CCCCCCC.[Cl-].[CH2:21]([C:24]1[C:33]2[C:28](=[CH:29][C:30]([O:36][CH3:37])=[C:31]([O:34][CH3:35])[CH:32]=2)[CH:27]=[CH:26][N+:25]=1CC1C(F)=CC=CC=1Cl)CC.